This data is from Forward reaction prediction with 1.9M reactions from USPTO patents (1976-2016). The task is: Predict the product of the given reaction. (1) Given the reactants Br[C:2]1[CH:3]=[C:4]2[CH2:10][C@:9]3([CH:15]4[CH2:16][CH2:17][N:12]([CH2:13][CH2:14]4)[CH2:11]3)[O:8][C:5]2=[N:6][CH:7]=1.[CH3:18][C:19]1[S:23][C:22](B(O)O)=[CH:21][CH:20]=1, predict the reaction product. The product is: [CH3:18][C:19]1[S:23][C:22]([C:2]2[CH:3]=[C:4]3[CH2:10][C@:9]4([CH:15]5[CH2:16][CH2:17][N:12]([CH2:13][CH2:14]5)[CH2:11]4)[O:8][C:5]3=[N:6][CH:7]=2)=[CH:21][CH:20]=1. (2) The product is: [Cl:37][C:35]1[CH:34]=[C:33]([NH:38][CH3:39])[C:30]2[S:31][CH:32]=[C:28]([CH2:27][N:8]3[C:9]4[C:14](=[CH:13][CH:12]=[C:11]([C:15]5[CH:20]=[C:19]([NH2:21])[CH:18]=[C:17]([NH2:24])[CH:16]=5)[CH:10]=4)[C:6]([CH2:5][C:4]([OH:40])=[O:3])=[CH:7]3)[C:29]=2[CH:36]=1. Given the reactants C([O:3][C:4](=[O:40])[CH2:5][C:6]1[C:14]2[C:9](=[CH:10][C:11]([C:15]3[CH:20]=[C:19]([N+:21]([O-])=O)[CH:18]=[C:17]([N+:24]([O-])=O)[CH:16]=3)=[CH:12][CH:13]=2)[N:8]([CH2:27][C:28]2[C:29]3[CH:36]=[C:35]([Cl:37])[CH:34]=[C:33]([NH:38][CH3:39])[C:30]=3[S:31][CH:32]=2)[CH:7]=1)C.CCOC(C)=O.[OH-].[Na+], predict the reaction product. (3) Given the reactants [CH2:1]([N:3]([CH:46]1[CH2:51][CH2:50][O:49][CH2:48][CH2:47]1)[C:4]1[CH:5]=[C:6]([C:26]2[CH:27]=[CH:28][C:29]([N:32]3[CH2:37][CH2:36][CH:35]([NH:38]C(=O)OC(C)(C)C)[CH2:34][CH2:33]3)=[N:30][CH:31]=2)[CH:7]=[C:8]([C:11](=[O:25])[NH:12][CH2:13][C:14]2[C:15](=[O:24])[NH:16][C:17]([CH3:23])=[CH:18][C:19]=2[CH2:20][CH2:21][CH3:22])[C:9]=1[CH3:10])[CH3:2].C(O)(C(F)(F)F)=O, predict the reaction product. The product is: [NH2:38][CH:35]1[CH2:34][CH2:33][N:32]([C:29]2[N:30]=[CH:31][C:26]([C:6]3[CH:5]=[C:4]([N:3]([CH2:1][CH3:2])[CH:46]4[CH2:47][CH2:48][O:49][CH2:50][CH2:51]4)[C:9]([CH3:10])=[C:8]([CH:7]=3)[C:11]([NH:12][CH2:13][C:14]3[C:15](=[O:24])[NH:16][C:17]([CH3:23])=[CH:18][C:19]=3[CH2:20][CH2:21][CH3:22])=[O:25])=[CH:27][CH:28]=2)[CH2:37][CH2:36]1. (4) The product is: [CH3:39][O:38][C:34]1[C:33]([CH3:40])=[C:32]2[C:37]([C:28]([O:1][CH2:2][CH2:3][C@@H:4]3[NH:18][C:17](=[O:19])[N:16]([CH3:20])[CH2:15][CH2:14][CH2:13][CH2:12][CH:11]=[CH:10][C@H:9]4[C@@:7]([C:21]([O:23][CH2:24][CH3:25])=[O:22])([CH2:8]4)[NH:6][C:5]3=[O:26])=[CH:29][C:30]([C:41]3[CH:42]=[N:43][N:44]([CH2:46][CH2:47][CH3:48])[CH:45]=3)=[N:31]2)=[CH:36][CH:35]=1. Given the reactants [OH:1][CH2:2][CH2:3][C@@H:4]1[NH:18][C:17](=[O:19])[N:16]([CH3:20])[CH2:15][CH2:14][CH2:13][CH2:12][CH:11]=[CH:10][C@H:9]2[C@@:7]([C:21]([O:23][CH2:24][CH3:25])=[O:22])([CH2:8]2)[NH:6][C:5]1=[O:26].O[C:28]1[C:37]2[C:32](=[C:33]([CH3:40])[C:34]([O:38][CH3:39])=[CH:35][CH:36]=2)[N:31]=[C:30]([C:41]2[CH:42]=[N:43][N:44]([CH2:46][CH2:47][CH3:48])[CH:45]=2)[CH:29]=1.C(C1N=C(C2C=C(OCC[C@@H]3NC(=O)N(C)CCCCC=C[C@H]4[C@@](C(OCC)=O)(C4)NC3=O)C3C(=C(C)C(OC)=CC=3)N=2)SC=1)(C)C, predict the reaction product. (5) Given the reactants [CH2:1]([O:8][C:9]1[CH:14]=[CH:13][N:12]=[C:11]([CH2:15][O:16]C(=O)C)[C:10]=1[CH3:20])[CH2:2][CH2:3][CH2:4][CH2:5][CH2:6][CH3:7].[OH-].[Na+], predict the reaction product. The product is: [CH2:1]([O:8][C:9]1[CH:14]=[CH:13][N:12]=[C:11]([CH2:15][OH:16])[C:10]=1[CH3:20])[CH2:2][CH2:3][CH2:4][CH2:5][CH2:6][CH3:7]. (6) Given the reactants Br[C:2]1([C:6]([O:8][CH2:9][CH3:10])=[O:7])[CH2:5][CH2:4][CH2:3]1.[CH3:11][O:12][CH2:13][C:14]1[CH:15]=[C:16]2[C:21](=[CH:22][CH:23]=1)[N:20]=[CH:19][CH:18]=[C:17]2[S-:24].[Na+], predict the reaction product. The product is: [CH3:11][O:12][CH2:13][C:14]1[CH:15]=[C:16]2[C:21](=[CH:22][CH:23]=1)[N:20]=[CH:19][CH:18]=[C:17]2[S:24][C:2]1([C:6]([O:8][CH2:9][CH3:10])=[O:7])[CH2:5][CH2:4][CH2:3]1.